From a dataset of NCI-60 drug combinations with 297,098 pairs across 59 cell lines. Regression. Given two drug SMILES strings and cell line genomic features, predict the synergy score measuring deviation from expected non-interaction effect. (1) Drug 1: CS(=O)(=O)C1=CC(=C(C=C1)C(=O)NC2=CC(=C(C=C2)Cl)C3=CC=CC=N3)Cl. Drug 2: CN(C)N=NC1=C(NC=N1)C(=O)N. Cell line: SN12C. Synergy scores: CSS=9.72, Synergy_ZIP=2.36, Synergy_Bliss=8.54, Synergy_Loewe=7.75, Synergy_HSA=7.92. (2) Drug 1: C1=NC2=C(N1)C(=S)N=C(N2)N. Drug 2: CC1=C(C(=O)C2=C(C1=O)N3CC4C(C3(C2COC(=O)N)OC)N4)N. Cell line: K-562. Synergy scores: CSS=39.7, Synergy_ZIP=-3.68, Synergy_Bliss=-5.72, Synergy_Loewe=-5.49, Synergy_HSA=-2.35.